Dataset: NCI-60 drug combinations with 297,098 pairs across 59 cell lines. Task: Regression. Given two drug SMILES strings and cell line genomic features, predict the synergy score measuring deviation from expected non-interaction effect. (1) Drug 1: CC1=C2C(C(=O)C3(C(CC4C(C3C(C(C2(C)C)(CC1OC(=O)C(C(C5=CC=CC=C5)NC(=O)C6=CC=CC=C6)O)O)OC(=O)C7=CC=CC=C7)(CO4)OC(=O)C)O)C)OC(=O)C. Drug 2: CC(C)CN1C=NC2=C1C3=CC=CC=C3N=C2N. Cell line: MALME-3M. Synergy scores: CSS=11.1, Synergy_ZIP=-3.62, Synergy_Bliss=2.52, Synergy_Loewe=-3.96, Synergy_HSA=1.09. (2) Drug 1: CCC1=CC2CC(C3=C(CN(C2)C1)C4=CC=CC=C4N3)(C5=C(C=C6C(=C5)C78CCN9C7C(C=CC9)(C(C(C8N6C)(C(=O)OC)O)OC(=O)C)CC)OC)C(=O)OC.C(C(C(=O)O)O)(C(=O)O)O. Drug 2: C1=CC(=CC=C1CC(C(=O)O)N)N(CCCl)CCCl.Cl. Cell line: NCI-H522. Synergy scores: CSS=41.8, Synergy_ZIP=-3.32, Synergy_Bliss=-6.05, Synergy_Loewe=-27.2, Synergy_HSA=-2.82. (3) Drug 1: CC1OCC2C(O1)C(C(C(O2)OC3C4COC(=O)C4C(C5=CC6=C(C=C35)OCO6)C7=CC(=C(C(=C7)OC)O)OC)O)O. Drug 2: CN(C(=O)NC(C=O)C(C(C(CO)O)O)O)N=O. Cell line: UACC62. Synergy scores: CSS=31.8, Synergy_ZIP=-11.2, Synergy_Bliss=-5.56, Synergy_Loewe=-13.2, Synergy_HSA=-2.32.